This data is from Reaction yield outcomes from USPTO patents with 853,638 reactions. The task is: Predict the reaction yield, written as a fraction of the theoretical maximum amount of product (1.0 means a 100% yield; for example, 0.34 means a 34% yield). The reactants are [NH2:1][C:2]1[C:7]([O:8][CH3:9])=[CH:6][C:5]([C:10]([N:12]2[CH2:17][CH2:16][O:15][CH2:14][CH2:13]2)=[O:11])=[C:4]([C:18]([F:21])([F:20])[F:19])[CH:3]=1.Cl[C:23]1[N:28]=[C:27]([NH:29][CH3:30])[C:26]([Cl:31])=[CH:25][N:24]=1.C1(C)C=CC(S(O)(=O)=O)=CC=1.C(=O)(O)[O-].[Na+]. The catalyst is O1CCOCC1.C(Cl)Cl. The product is [Cl:31][C:26]1[C:27]([NH:29][CH3:30])=[N:28][C:23]([NH:1][C:2]2[C:7]([O:8][CH3:9])=[CH:6][C:5]([C:10]([N:12]3[CH2:13][CH2:14][O:15][CH2:16][CH2:17]3)=[O:11])=[C:4]([C:18]([F:21])([F:20])[F:19])[CH:3]=2)=[N:24][CH:25]=1. The yield is 0.0800.